Dataset: Catalyst prediction with 721,799 reactions and 888 catalyst types from USPTO. Task: Predict which catalyst facilitates the given reaction. Reactant: [Cl:1][CH2:2][C:3]1[N:8]=[C:7]([C:9](Cl)=[O:10])[CH:6]=[CH:5][CH:4]=1.[NH2:12][C:13]1[CH:21]=[C:20]([C:22]2[CH:23]=[C:24]([NH:29][S:30]([CH3:33])(=[O:32])=[O:31])[C:25]([Cl:28])=[N:26][CH:27]=2)[CH:19]=[C:18]2[C:14]=1[CH:15]=[N:16][N:17]2[S:34]([C:37]1[CH:42]=[CH:41][CH:40]=[CH:39][CH:38]=1)(=[O:36])=[O:35].N1C=CC=CC=1. Product: [Cl:1][CH2:2][C:3]1[N:8]=[C:7]([C:9]([NH:12][C:13]2[CH:21]=[C:20]([C:22]3[CH:27]=[N:26][C:25]([Cl:28])=[C:24]([NH:29][S:30]([CH3:33])(=[O:32])=[O:31])[CH:23]=3)[CH:19]=[C:18]3[C:14]=2[CH:15]=[N:16][N:17]3[S:34]([C:37]2[CH:38]=[CH:39][CH:40]=[CH:41][CH:42]=2)(=[O:36])=[O:35])=[O:10])[CH:6]=[CH:5][CH:4]=1. The catalyst class is: 2.